Dataset: Catalyst prediction with 721,799 reactions and 888 catalyst types from USPTO. Task: Predict which catalyst facilitates the given reaction. (1) Reactant: [C@@H:1]1([C:8]([O:10]C)=[O:9])[CH2:3][C@@H:2]1[C:4]([O:6][CH3:7])=[O:5].[OH-].[K+]. Product: [CH3:7][O:6][C:4]([C@H:2]1[CH2:3][C@H:1]1[C:8]([OH:10])=[O:9])=[O:5]. The catalyst class is: 5. (2) Reactant: I[C:2]1[C:10]2[C:5](=[CH:6][C:7]([C:11]([NH2:13])=[O:12])=[CH:8][CH:9]=2)[NH:4][N:3]=1.[C:14]([O:18][C:19]([N:21]1[C:29]2[C:24](=[CH:25][C:26]([CH2:30][O:31][Si:32]([C:35]([CH3:38])([CH3:37])[CH3:36])([CH3:34])[CH3:33])=[CH:27][CH:28]=2)[CH:23]=[C:22]1B(O)O)=[O:20])([CH3:17])([CH3:16])[CH3:15].[Cl-].[Li+].C(=O)([O-])[O-].[Na+].[Na+]. Product: [NH2:13][C:11]([C:7]1[CH:6]=[C:5]2[C:10]([C:2]([C:22]3[N:21]([C:19]([O:18][C:14]([CH3:17])([CH3:16])[CH3:15])=[O:20])[C:29]4[C:24]([CH:23]=3)=[CH:25][C:26]([CH2:30][O:31][Si:32]([C:35]([CH3:36])([CH3:37])[CH3:38])([CH3:34])[CH3:33])=[CH:27][CH:28]=4)=[N:3][NH:4]2)=[CH:9][CH:8]=1)=[O:12]. The catalyst class is: 77. (3) Product: [Cl:17][C:5]1[CH:4]=[CH:3][C:2]([NH2:1])=[CH:7][C:6]=1[CH2:8][CH2:9][CH2:10][N:12]([CH2:15][CH3:16])[CH2:13][CH3:14]. The catalyst class is: 7. Reactant: [NH2:1][C:2]1[CH:3]=[CH:4][C:5]([Cl:17])=[C:6]([CH2:8][CH2:9][C:10]([N:12]([CH2:15][CH3:16])[CH2:13][CH3:14])=O)[CH:7]=1.B.O1CCCC1.Cl.